Dataset: Forward reaction prediction with 1.9M reactions from USPTO patents (1976-2016). Task: Predict the product of the given reaction. (1) Given the reactants F[C:2]1[CH:9]=[C:8]([C:10]2[CH:15]=[C:14]([N:16]3[CH2:20][CH2:19][CH2:18][C@H:17]3[CH3:21])[N:13]=[C:12]([NH:22][CH3:23])[N:11]=2)[CH:7]=[C:6]([O:24][CH3:25])[C:3]=1[C:4]#[N:5].CCO.CCN(C(C)C)C(C)C.[NH2:38][NH2:39], predict the reaction product. The product is: [CH3:23][NH:22][C:12]1[N:11]=[C:10]([C:8]2[CH:9]=[C:2]3[C:3]([C:4]([NH2:5])=[N:38][NH:39]3)=[C:6]([O:24][CH3:25])[CH:7]=2)[CH:15]=[C:14]([N:16]2[CH2:20][CH2:19][CH2:18][C@H:17]2[CH3:21])[N:13]=1. (2) Given the reactants [C:1]1([C:7]2[C:16]3[C:11](=[CH:12][CH:13]=[C:14]([CH:17]=O)[CH:15]=3)[N:10]=[CH:9][N:8]=2)[CH:6]=[CH:5][CH:4]=[CH:3][CH:2]=1.[S:19]1[CH2:23][C:22](=[O:24])[NH:21][C:20]1=[O:25], predict the reaction product. The product is: [C:1]1([C:7]2[C:16]3[C:11](=[CH:12][CH:13]=[C:14]([CH:17]=[C:23]4[S:19][C:20](=[O:25])[NH:21][C:22]4=[O:24])[CH:15]=3)[N:10]=[CH:9][N:8]=2)[CH:2]=[CH:3][CH:4]=[CH:5][CH:6]=1. (3) Given the reactants C([SiH2][O:6][C:7](C)(C)[C:8]1[C:13]([CH3:14])=[CH:12][N:11]=[C:10]([NH:15][C:16]2[S:17][C:18]([C:21]#[N:22])=[CH:19][N:20]=2)[CH:9]=1)(C)(C)C.C1C=CN=CC=1.F.C([O-])([O-])=O.[K+].[K+], predict the reaction product. The product is: [OH:6][CH2:7][C:8]1[C:13]([CH3:14])=[CH:12][N:11]=[C:10]([NH:15][C:16]2[S:17][C:18]([C:21]#[N:22])=[CH:19][N:20]=2)[CH:9]=1. (4) Given the reactants C([Si](C)(C)[O:6][CH2:7][C:8]1([C:13]2[CH:18]=[CH:17][CH:16]=[CH:15][CH:14]=2)[O:12][CH2:11][CH2:10][O:9]1)(C)(C)C.[F-].C([N+](CCCC)(CCCC)CCCC)CCC, predict the reaction product. The product is: [C:13]1([C:8]2([CH2:7][OH:6])[O:12][CH2:11][CH2:10][O:9]2)[CH:14]=[CH:15][CH:16]=[CH:17][CH:18]=1.